Dataset: Merck oncology drug combination screen with 23,052 pairs across 39 cell lines. Task: Regression. Given two drug SMILES strings and cell line genomic features, predict the synergy score measuring deviation from expected non-interaction effect. (1) Drug 1: COc1cccc2c1C(=O)c1c(O)c3c(c(O)c1C2=O)CC(O)(C(=O)CO)CC3OC1CC(N)C(O)C(C)O1. Drug 2: CNC(=O)c1cc(Oc2ccc(NC(=O)Nc3ccc(Cl)c(C(F)(F)F)c3)cc2)ccn1. Cell line: A375. Synergy scores: synergy=-46.0. (2) Drug 1: Nc1ccn(C2OC(CO)C(O)C2(F)F)c(=O)n1. Drug 2: Cn1cc(-c2cnn3c(N)c(Br)c(C4CCCNC4)nc23)cn1. Cell line: UACC62. Synergy scores: synergy=48.0.